Dataset: Reaction yield outcomes from USPTO patents with 853,638 reactions. Task: Predict the reaction yield, written as a fraction of the theoretical maximum amount of product (1.0 means a 100% yield; for example, 0.34 means a 34% yield). (1) The reactants are [N:1]1[CH:6]=[CH:5][CH:4]=[CH:3][C:2]=1[N:7]1[CH2:12][CH2:11][NH:10][CH2:9][CH2:8]1.[F:13][C:14]([F:27])([F:26])[C:15]1[CH:20]=[CH:19][C:18]([NH:21][C:22](=[O:25])[CH2:23]Cl)=[CH:17][CH:16]=1.C(=O)([O-])[O-].[Na+].[Na+]. The catalyst is CN(C)C=O.O. The product is [N:1]1[CH:6]=[CH:5][CH:4]=[CH:3][C:2]=1[N:7]1[CH2:8][CH2:9][N:10]([CH2:23][C:22]([NH:21][C:18]2[CH:19]=[CH:20][C:15]([C:14]([F:13])([F:26])[F:27])=[CH:16][CH:17]=2)=[O:25])[CH2:11][CH2:12]1. The yield is 0.370. (2) The reactants are [F:1][C:2]([C:5]1[NH:6][C:7]2[C:12]([CH:13]=1)=[C:11]([C:14]([F:17])([F:16])[F:15])[C:10]([C:18]#[N:19])=[CH:9][CH:8]=2)([F:4])[CH3:3].C([O-])([O-])=O.[Cs+].[Cs+].Cl[CH2:27][C:28]1[N:32]=[C:31]([C:33]2[CH:38]=[C:37]([F:39])[CH:36]=[C:35]([F:40])[CH:34]=2)[O:30][N:29]=1.CC#N. The catalyst is CCOC(C)=O. The product is [F:4][C:2]([C:5]1[N:6]([CH2:27][C:28]2[N:32]=[C:31]([C:33]3[CH:38]=[C:37]([F:39])[CH:36]=[C:35]([F:40])[CH:34]=3)[O:30][N:29]=2)[C:7]2[C:12]([CH:13]=1)=[C:11]([C:14]([F:15])([F:17])[F:16])[C:10]([C:18]#[N:19])=[CH:9][CH:8]=2)([F:1])[CH3:3]. The yield is 0.760. (3) The reactants are O=O.[F:3][C:4]1[CH:5]=[C:6]([S:10][C:11]2[CH:12]=[C:13]3[C:18](=[CH:19][CH:20]=2)[C:17]([C:21]([NH2:23])=[O:22])=[CH:16][CH2:15][CH2:14]3)[CH:7]=[CH:8][CH:9]=1.[H][H]. The catalyst is CO. The product is [F:3][C:4]1[CH:5]=[C:6]([S:10][C:11]2[CH:12]=[C:13]3[C:18](=[CH:19][CH:20]=2)[C@H:17]([C:21]([NH2:23])=[O:22])[CH2:16][CH2:15][CH2:14]3)[CH:7]=[CH:8][CH:9]=1. The yield is 1.00. (4) The reactants are [CH3:1][O:2][C:3]1[CH:34]=[C:33]([O:35][CH3:36])[CH:32]=[CH:31][C:4]=1[CH2:5][N:6]1[C:26]2[C:15]3=[CH:16][C:17]4[CH:18]=[C:19]([CH2:24][OH:25])[N:20]([CH3:23])[C:21]=4[CH:22]=[C:14]3[CH2:13][CH2:12][CH2:11][C:10]=2[CH:9]=[C:8]([C:27]([OH:29])=[O:28])[C:7]1=[O:30]. The catalyst is C(Cl)Cl.O=[Mn]=O. The product is [CH3:1][O:2][C:3]1[CH:34]=[C:33]([O:35][CH3:36])[CH:32]=[CH:31][C:4]=1[CH2:5][N:6]1[C:26]2[C:15]3=[CH:16][C:17]4[CH:18]=[C:19]([CH:24]=[O:25])[N:20]([CH3:23])[C:21]=4[CH:22]=[C:14]3[CH2:13][CH2:12][CH2:11][C:10]=2[CH:9]=[C:8]([C:27]([OH:29])=[O:28])[C:7]1=[O:30]. The yield is 0.800. (5) The catalyst is C1COCC1. The product is [OH:37][C:9]1[CH:31]=[N:30][C:12]2[N:13]([CH2:22][O:23][CH2:24][CH2:25][Si:26]([CH3:27])([CH3:28])[CH3:29])[C:14]3[CH:19]=[N:18][C:17]([C:20]#[N:21])=[CH:16][C:15]=3[C:11]=2[CH:10]=1. The yield is 0.970. The reactants are CC1(C)C(C)(C)OB([C:9]2[CH:31]=[N:30][C:12]3[N:13]([CH2:22][O:23][CH2:24][CH2:25][Si:26]([CH3:29])([CH3:28])[CH3:27])[C:14]4[CH:19]=[N:18][C:17]([C:20]#[N:21])=[CH:16][C:15]=4[C:11]=3[CH:10]=2)O1.C[N+]1([O-])CC[O:37]CC1. (6) The reactants are [CH2:1]([OH:4])[CH2:2][CH3:3].[H-].[Na+].Cl[C:8]1[CH:13]=[CH:12][C:11]([N+:14]([O-:16])=[O:15])=[CH:10][C:9]=1[C:17]1[CH:22]=[CH:21][C:20]([O:23][C:24]([F:27])([F:26])[F:25])=[CH:19][CH:18]=1. The catalyst is CN(C)C=O.O. The product is [N+:14]([C:11]1[CH:12]=[CH:13][C:8]([O:4][CH2:1][CH2:2][CH3:3])=[C:9]([C:17]2[CH:22]=[CH:21][C:20]([O:23][C:24]([F:27])([F:26])[F:25])=[CH:19][CH:18]=2)[CH:10]=1)([O-:16])=[O:15]. The yield is 0.545. (7) The reactants are C([O:8][N:9]1[C:15](=[O:16])[N:14]2[CH2:17][C@H:10]1[CH2:11][CH2:12][C@H:13]2[C:18]1[O:19][C:20]([CH:23]2[CH2:28][CH2:27][N:26]([CH3:29])[CH2:25][CH2:24]2)=[N:21][N:22]=1)C1C=CC=CC=1. The catalyst is C1COCC1.[Pd]. The product is [OH:8][N:9]1[C:15](=[O:16])[N:14]2[CH2:17][C@H:10]1[CH2:11][CH2:12][C@H:13]2[C:18]1[O:19][C:20]([CH:23]2[CH2:28][CH2:27][N:26]([CH3:29])[CH2:25][CH2:24]2)=[N:21][N:22]=1. The yield is 0.970. (8) The reactants are [Cl:1][C:2]1[S:3][C:4]([C:10]([O:12][CH2:13][CH3:14])=[O:11])=[C:5]([C:7]([OH:9])=O)[N:6]=1.C(Cl)(=O)C(Cl)=O.[N:21]1C(C)=CC=[CH:23][C:22]=1[CH3:28].C(N)(C)C. The catalyst is ClCCl.CN(C)C=O. The product is [Cl:1][C:2]1[S:3][C:4]([C:10]([O:12][CH2:13][CH3:14])=[O:11])=[C:5]([C:7](=[O:9])[NH:21][CH:22]([CH3:28])[CH3:23])[N:6]=1. The yield is 0.960. (9) The reactants are CO[C:3](=[O:39])[NH:4][CH:5](C1C=CC=CC=1)[C:6](=[O:32])[N:7]1[CH2:11][CH2:10][CH2:9][CH:8]1[C:12]1[NH:13][C:14]([C:17]2[CH:22]=[CH:21][C:20](B3OC(C)(C)C(C)(C)O3)=[CH:19][CH:18]=2)=[CH:15][N:16]=1.[CH3:40][O:41][C:42](=[O:69])[NH:43][CH:44]([C:48]([N:50]1[CH2:54][CH2:53][CH2:52][CH:51]1[C:55]1[NH:56][C:57]([C:60]2[S:64][CH:63]3[CH:65]=[C:66](Br)[S:67][CH:62]3[CH:61]=2)=[CH:58][N:59]=1)=[O:49])[CH:45]([CH3:47])[CH3:46].[C:70]([O-:73])([O-])=O.[K+].[K+]. The catalyst is COCCOC.C1C=CC([P]([Pd]([P](C2C=CC=CC=2)(C2C=CC=CC=2)C2C=CC=CC=2)([P](C2C=CC=CC=2)(C2C=CC=CC=2)C2C=CC=CC=2)[P](C2C=CC=CC=2)(C2C=CC=CC=2)C2C=CC=CC=2)(C2C=CC=CC=2)C2C=CC=CC=2)=CC=1. The product is [CH3:40][O:41][C:42](=[O:69])[NH:43][CH:44]([C:48]([N:50]1[CH2:54][CH2:53][CH2:52][CH:51]1[C:55]1[NH:56][C:57]([C:60]2[S:64][CH:63]3[CH:65]=[C:66]([C:20]4[CH:21]=[CH:22][C:17]([C:14]5[NH:13][C:12]([CH:8]6[CH2:9][CH2:10][CH2:11][N:7]6[C:6](=[O:32])[CH:5]([NH:4][CH2:3][O:39][O:73][CH3:70])[C:17]6[CH:22]=[CH:21][CH:20]=[CH:19][CH:18]=6)=[N:16][CH:15]=5)=[CH:18][CH:19]=4)[S:67][CH:62]3[CH:61]=2)=[CH:58][N:59]=1)=[O:49])[CH:45]([CH3:47])[CH3:46]. The yield is 0.460.